From a dataset of Full USPTO retrosynthesis dataset with 1.9M reactions from patents (1976-2016). Predict the reactants needed to synthesize the given product. (1) The reactants are: [CH3:1][S:2]([NH:5][CH2:6][C:7]1[C:15]2[S:14](=[O:17])(=[O:16])[N:13]=[C:12]([CH2:18][C:19]([OH:21])=O)[NH:11][C:10]=2[S:9][CH:8]=1)(=[O:4])=[O:3].F[P-](F)(F)(F)(F)F.N1(OC(N(C)C)=[N+](C)C)C2N=CC=CC=2N=N1.CN1CCOCC1.C[O:54][C:55]([C:57]1([CH2:60][NH:61][CH2:62][C:63]2[CH:68]=[CH:67][C:66]([F:69])=[CH:65][CH:64]=2)[CH2:59][CH2:58]1)=O.[O-]CC.[Na+].C(O)C. Given the product [F:69][C:66]1[CH:65]=[CH:64][C:63]([CH2:62][N:61]2[C:19](=[O:21])[C:18]([C:12]3[NH:11][C:10]4[S:9][CH:8]=[C:7]([CH2:6][NH:5][S:2]([CH3:1])(=[O:3])=[O:4])[C:15]=4[S:14](=[O:16])(=[O:17])[N:13]=3)=[C:55]([OH:54])[C:57]3([CH2:58][CH2:59]3)[CH2:60]2)=[CH:68][CH:67]=1, predict the reactants needed to synthesize it. (2) Given the product [Cl:29][C:24]1[CH:23]=[C:22]([CH:27]=[CH:26][C:25]=1[Cl:28])[CH2:21][CH:18]1[CH2:17][CH2:16][NH:15][CH2:20][CH2:19]1, predict the reactants needed to synthesize it. The reactants are: FC(F)(F)C(O)=O.C(OC([N:15]1[CH2:20][CH2:19][CH:18]([CH2:21][C:22]2[CH:27]=[CH:26][C:25]([Cl:28])=[C:24]([Cl:29])[CH:23]=2)[CH2:17][CH2:16]1)=O)(C)(C)C.